Dataset: Reaction yield outcomes from USPTO patents with 853,638 reactions. Task: Predict the reaction yield, written as a fraction of the theoretical maximum amount of product (1.0 means a 100% yield; for example, 0.34 means a 34% yield). (1) The product is [N:27]1([CH2:26][C:25]2[CH:24]=[CH:23][C:22]([C:7]3[CH:6]=[C:5]([CH2:1][CH:2]([CH3:4])[CH3:3])[S:9][C:8]=3[S:10]([NH:13][C:14]([CH3:17])([CH3:16])[CH3:15])(=[O:12])=[O:11])=[CH:33][CH:32]=2)[CH:31]=[N:30][CH:29]=[N:28]1. The yield is 0.650. The catalyst is C1(C)C=CC=CC=1.C(O)C.CC([O-])=O.CC([O-])=O.[Pd+2].C1(P(C2C=CC=CC=2)C2C=CC=CC=2)C=CC=CC=1. The reactants are [CH2:1]([C:5]1[S:9][C:8]([S:10]([NH:13][C:14]([CH3:17])([CH3:16])[CH3:15])(=[O:12])=[O:11])=[C:7](B(O)O)[CH:6]=1)[CH:2]([CH3:4])[CH3:3].Br[C:22]1[CH:33]=[CH:32][C:25]([CH2:26][N:27]2[CH:31]=[N:30][CH:29]=[N:28]2)=[CH:24][CH:23]=1.[OH-].[Na+]. (2) The reactants are Br[C:2]1[CH:7]=[CH:6][CH:5]=[CH:4][N:3]=1.[Li]CCCC.Br[C:14]1[CH:15]=[C:16]([CH:19]=[CH:20][CH:21]=1)[CH:17]=[O:18].Cl. The catalyst is C1C=CC([P]([Pd]([P](C2C=CC=CC=2)(C2C=CC=CC=2)C2C=CC=CC=2)([P](C2C=CC=CC=2)(C2C=CC=CC=2)C2C=CC=CC=2)[P](C2C=CC=CC=2)(C2C=CC=CC=2)C2C=CC=CC=2)(C2C=CC=CC=2)C2C=CC=CC=2)=CC=1.C1COCC1. The product is [N:3]1[CH:4]=[CH:5][CH:6]=[CH:7][C:2]=1[C:14]1[CH:15]=[C:16]([CH:19]=[CH:20][CH:21]=1)[CH:17]=[O:18]. The yield is 0.380. (3) The reactants are [Cl:1][C:2]1[CH:3]=[C:4]([C:8]2[N:13]=[C:12]([NH:14][C:15]3[CH:20]=[CH:19][C:18]([CH:21](C(F)(F)F)[C:22]([O:24][CH2:25][CH3:26])=[O:23])=[CH:17][CH:16]=3)[CH:11]=[C:10]([CH2:31][CH3:32])[N:9]=2)[CH:5]=[CH:6][CH:7]=1.O[Li].O. The catalyst is O1CCOCC1.O. The yield is 0.530. The product is [Cl:1][C:2]1[CH:3]=[C:4]([C:8]2[N:13]=[C:12]([NH:14][C:15]3[CH:20]=[CH:19][C:18]([CH2:21][C:22]([O:24][CH2:25][CH3:26])=[O:23])=[CH:17][CH:16]=3)[CH:11]=[C:10]([CH2:31][CH3:32])[N:9]=2)[CH:5]=[CH:6][CH:7]=1. (4) The reactants are [CH3:1][C:2]1[CH:3]=[C:4]([CH2:8][C:9]([OH:11])=O)[CH:5]=[CH:6][CH:7]=1.Cl.[CH3:13][NH:14][O:15][CH3:16].C(Cl)CCl.C1C=CC2N(O)N=NC=2C=1.C(N(CC)C(C)C)(C)C. The catalyst is CN(C=O)C.CCOC(C)=O. The product is [CH3:16][O:15][N:14]([CH3:13])[C:9](=[O:11])[CH2:8][C:4]1[CH:5]=[CH:6][CH:7]=[C:2]([CH3:1])[CH:3]=1. The yield is 0.980. (5) The reactants are [F:1][C:2]1[CH:7]=[C:6]([F:8])[CH:5]=[CH:4][C:3]=1[C:9]1([C:12]([F:29])([F:28])[C:13]2[N:18]=[CH:17][C:16]([O:19][C:20]3[CH:27]=[CH:26][C:23]([C:24]#[N:25])=[CH:22][CH:21]=3)=[CH:15][CH:14]=2)[CH2:11][O:10]1.[N-:30]=[N+:31]=[N-:32].[Na+].C([O-])(O)=O.[Na+]. The catalyst is CN(C=O)C. The product is [N:30]([CH2:11][C:9]([C:3]1[CH:4]=[CH:5][C:6]([F:8])=[CH:7][C:2]=1[F:1])([OH:10])[C:12]([C:13]1[N:18]=[CH:17][C:16]([O:19][C:20]2[CH:21]=[CH:22][C:23]([C:24]#[N:25])=[CH:26][CH:27]=2)=[CH:15][CH:14]=1)([F:29])[F:28])=[N+:31]=[N-:32]. The yield is 0.690. (6) The reactants are [CH2:1]([O:3][C:4](=[O:22])[CH2:5][C@@H:6]([NH:13][C:14]1[C:19]([NH2:20])=[CH:18][CH:17]=[C:16]([CH3:21])[N:15]=1)[C:7]1[CH:12]=[CH:11][CH:10]=[CH:9][CH:8]=1)[CH3:2].C1N=CN([C:28](N2C=NC=C2)=[O:29])C=1. The catalyst is C1COCC1.C(OCC)(=O)C. The product is [CH2:1]([O:3][C:4](=[O:22])[CH2:5][C@@H:6]([N:13]1[C:14]2=[N:15][C:16]([CH3:21])=[CH:17][CH:18]=[C:19]2[NH:20][C:28]1=[O:29])[C:7]1[CH:8]=[CH:9][CH:10]=[CH:11][CH:12]=1)[CH3:2]. The yield is 0.590. (7) The reactants are Br[CH2:2][CH2:3][O:4][C:5](=[O:18])[C:6]([CH3:17])([C:8]1[CH:13]=[CH:12][CH:11]=[C:10]([N+:14]([O-:16])=[O:15])[CH:9]=1)[CH3:7].[I-].[Na+].[CH:21]([C:24]1[NH:25][CH:26]=[CH:27][N:28]=1)([CH3:23])[CH3:22].C(N(CC)CC)C. The catalyst is CN(C=O)C.O. The product is [CH:21]([C:24]1[N:25]([CH2:2][CH2:3][O:4][C:5](=[O:18])[C:6]([CH3:17])([C:8]2[CH:13]=[CH:12][CH:11]=[C:10]([N+:14]([O-:16])=[O:15])[CH:9]=2)[CH3:7])[CH:26]=[CH:27][N:28]=1)([CH3:23])[CH3:22]. The yield is 0.200. (8) The reactants are C([O:4][CH:5]([CH2:17][N:18]([C:22]1[CH:27]=[CH:26][CH:25]=[C:24]([C:28]2[CH:29]=[CH:30][C:31]3[N:35]=[CH:34][N:33]([CH3:36])[C:32]=3[CH:37]=2)[CH:23]=1)[C:19](=[O:21])[CH3:20])[CH2:6][N:7]1[CH2:16][CH2:15][C:14]2[C:9](=[CH:10][CH:11]=[CH:12][CH:13]=2)[CH2:8]1)(=O)C.[OH-].[Li+]. The catalyst is CCO.O. The product is [CH2:8]1[C:9]2[C:14](=[CH:13][CH:12]=[CH:11][CH:10]=2)[CH2:15][CH2:16][N:7]1[CH2:6][CH:5]([OH:4])[CH2:17][N:18]([C:22]1[CH:27]=[CH:26][CH:25]=[C:24]([C:28]2[CH:29]=[CH:30][C:31]3[N:35]=[CH:34][N:33]([CH3:36])[C:32]=3[CH:37]=2)[CH:23]=1)[C:19](=[O:21])[CH3:20]. The yield is 0.0670. (9) The reactants are [CH2:1](OC[C@@H](O)CC1C=C(C)C=CC=1OC)C1C=CC=CC=1.[C:22]([O:25][C@@H:26]([CH2:29][C:30]1[CH:35]=[C:34](F)[CH:33]=[CH:32][C:31]=1[OH:37])[CH2:27][Br:28])(=[O:24])[CH3:23]. No catalyst specified. The product is [C:22]([O:25][C@@H:26]([CH2:29][C:30]1[CH:35]=[C:34]([CH3:1])[CH:33]=[CH:32][C:31]=1[OH:37])[CH2:27][Br:28])(=[O:24])[CH3:23]. The yield is 0.930. (10) The reactants are [F:1][C:2]1[CH:31]=[CH:30][C:5]([CH2:6][N:7]([CH2:21][C:22]2[CH:27]=[CH:26][C:25]([O:28][CH3:29])=[CH:24][CH:23]=2)[S:8]([C:11]2[CH:20]=[CH:19][C:14]([C:15]([O:17]C)=[O:16])=[CH:13][CH:12]=2)(=[O:10])=[O:9])=[CH:4][CH:3]=1.[OH-].[Na+]. The catalyst is CO.C1COCC1. The product is [F:1][C:2]1[CH:31]=[CH:30][C:5]([CH2:6][N:7]([CH2:21][C:22]2[CH:27]=[CH:26][C:25]([O:28][CH3:29])=[CH:24][CH:23]=2)[S:8]([C:11]2[CH:12]=[CH:13][C:14]([C:15]([OH:17])=[O:16])=[CH:19][CH:20]=2)(=[O:10])=[O:9])=[CH:4][CH:3]=1. The yield is 0.586.